This data is from Forward reaction prediction with 1.9M reactions from USPTO patents (1976-2016). The task is: Predict the product of the given reaction. (1) Given the reactants [N:1]1[CH:6]=[CH:5][CH:4]=[C:3](/[CH:7]=[CH:8]/[CH2:9][C@H:10]([OH:12])[CH3:11])[CH:2]=1.[C:13]1([CH3:23])[CH:18]=[CH:17][C:16]([S:19](Cl)(=[O:21])=[O:20])=[CH:15][CH:14]=1, predict the reaction product. The product is: [C:13]1([CH3:23])[CH:18]=[CH:17][C:16]([S:19]([O:12][C@@H:10]([CH2:9]/[CH:8]=[CH:7]/[C:3]2[CH:2]=[N:1][CH:6]=[CH:5][CH:4]=2)[CH3:11])(=[O:21])=[O:20])=[CH:15][CH:14]=1. (2) Given the reactants [C:1]([CH:5]1[CH2:10][CH2:9][CH:8]([O:11][C:12]2[CH:21]=[CH:20][C:19]3[C:14](=[CH:15][CH:16]=[C:17]([CH:22]=O)[CH:18]=3)[N:13]=2)[CH2:7][CH2:6]1)([CH3:4])([CH3:3])[CH3:2].[NH:24]1[CH2:29][CH2:28][CH:27]([C:30]([OH:32])=[O:31])[CH2:26][CH2:25]1.C(O)C.C([BH3-])#N.[Na+].C(O)(=O)CC(CC(O)=O)(C(O)=O)O, predict the reaction product. The product is: [C:1]([C@H:5]1[CH2:10][CH2:9][C@H:8]([O:11][C:12]2[CH:21]=[CH:20][C:19]3[C:14](=[CH:15][CH:16]=[C:17]([CH2:22][N:24]4[CH2:29][CH2:28][CH:27]([C:30]([OH:32])=[O:31])[CH2:26][CH2:25]4)[CH:18]=3)[N:13]=2)[CH2:7][CH2:6]1)([CH3:4])([CH3:3])[CH3:2]. (3) Given the reactants [Cl:1][C:2]1[C:7]([CH:8]=[O:9])=[C:6](Cl)[N:5]=[C:4]([S:11][CH3:12])[N:3]=1.C(N(C(C)C)C(C)C)C.[C:22]([O:26][CH3:27])(=[O:25])[CH2:23][SH:24], predict the reaction product. The product is: [CH3:27][O:26][C:22](=[O:25])[CH2:23][S:24][C:6]1[C:7]([CH:8]=[O:9])=[C:2]([Cl:1])[N:3]=[C:4]([S:11][CH3:12])[N:5]=1. (4) Given the reactants [OH-].[Li+].CC1(C)[O:9][C:8](=[O:10])[C:7]([CH2:21][C:22]2[CH:27]=[CH:26][C:25]([N+:28]([O-:30])=[O:29])=[CH:24][CH:23]=2)([CH2:11][C:12]2[CH:17]=[CH:16][C:15]([N+:18]([O-:20])=[O:19])=[CH:14][CH:13]=2)[C:6](=[O:31])[O:5]1.O1CCCC1.O.Cl, predict the reaction product. The product is: [N+:18]([C:15]1[CH:14]=[CH:13][C:12]([CH2:11][C:7]([CH2:21][C:22]2[CH:27]=[CH:26][C:25]([N+:28]([O-:30])=[O:29])=[CH:24][CH:23]=2)([C:6]([OH:31])=[O:5])[C:8]([OH:10])=[O:9])=[CH:17][CH:16]=1)([O-:20])=[O:19]. (5) Given the reactants [Br:1][C:2]1[CH:3]=[CH:4][C:5]([F:17])=[C:6]([C:8]2([CH2:15]O)[NH:13][C:12](=[O:14])[CH2:11][O:10][CH2:9]2)[CH:7]=1.C(N(S(F)(F)[F:24])CC)C.C([O-])([O-])=O.[Na+].[Na+], predict the reaction product. The product is: [Br:1][C:2]1[CH:3]=[CH:4][C:5]([F:17])=[C:6]([C:8]2([CH2:15][F:24])[NH:13][C:12](=[O:14])[CH2:11][O:10][CH2:9]2)[CH:7]=1. (6) Given the reactants [Fe:1].[N+:2]([O-:5])([O-:4])=[O:3].[Fe+2].[N+:7]([O-:10])([O-:9])=[O:8], predict the reaction product. The product is: [N+:2]([O-:5])([O-:4])=[O:3].[Fe+3:1].[N+:7]([O-:10])([O-:9])=[O:8].[N+:2]([O-:5])([O-:4])=[O:3]. (7) Given the reactants [NH2:1][C:2]1[C:7]([F:8])=[C:6](F)[N:5]=[C:4]([C:10]#[N:11])[C:3]=1[Cl:12].[NH2:13][NH2:14], predict the reaction product. The product is: [NH2:1][C:2]1[C:7]([F:8])=[C:6]([NH:13][NH2:14])[N:5]=[C:4]([C:10]#[N:11])[C:3]=1[Cl:12]. (8) The product is: [Br:1][C:2]1[CH:10]=[CH:9][CH:8]=[C:7]2[C:3]=1[CH:4]=[C:5]([CH:11]([CH3:13])[CH3:12])[CH:6]2[Si:20]([CH:15]1[C:6]2[C:18](=[C:2]([Br:1])[CH:3]=[CH:4][CH:5]=2)[CH:17]=[C:16]1[CH:8]([CH3:9])[CH3:7])([CH3:22])[CH3:21]. Given the reactants [Br:1][C:2]1[CH:10]=[CH:9][CH:8]=[C:7]2[C:3]=1[CH:4]=[C:5]([CH:11]([CH3:13])[CH3:12])[CH2:6]2.[Li][CH2:15][CH2:16][CH2:17][CH3:18].Cl[Si:20](Cl)([CH3:22])[CH3:21].O, predict the reaction product. (9) Given the reactants Cl.O1CCOCC1.[C:8]([S:11][CH2:12][CH2:13][N:14]([CH2:27][CH2:28][CH:29]1[CH2:34][CH2:33][CH2:32][CH2:31][CH2:30]1)[C:15](=[O:26])[NH:16][C@@H:17]([CH3:25])[C:18]([O:20]C(C)(C)C)=[O:19])(=[O:10])[CH3:9], predict the reaction product. The product is: [C:8]([S:11][CH2:12][CH2:13][N:14]([CH2:27][CH2:28][CH:29]1[CH2:30][CH2:31][CH2:32][CH2:33][CH2:34]1)[C:15](=[O:26])[NH:16][C@@H:17]([CH3:25])[C:18]([OH:20])=[O:19])(=[O:10])[CH3:9]. (10) Given the reactants [ClH:1].C(N(CC)CC)C.S(F)(O[C:13]([F:20])([F:19])[C:14]([F:18])=[C:15]([F:17])[F:16])(=O)=O, predict the reaction product. The product is: [F:19][C:13]([Cl:1])([F:20])[C:14]([F:18])=[C:15]([F:17])[F:16].